Task: Predict the product of the given reaction.. Dataset: Forward reaction prediction with 1.9M reactions from USPTO patents (1976-2016) (1) Given the reactants [N:1]1[N:2]=[CH:3][NH:4][CH:5]=1.[H-].[Na+].[Br:8][C:9]1[CH:10]=[N:11][C:12](Cl)=[C:13]([CH:18]=1)[C:14]([O:16][CH3:17])=[O:15], predict the reaction product. The product is: [Br:8][C:9]1[CH:10]=[N:11][C:12]([N:1]2[CH:5]=[N:4][CH:3]=[N:2]2)=[C:13]([CH:18]=1)[C:14]([O:16][CH3:17])=[O:15]. (2) Given the reactants [CH3:1][C:2]1[CH:3]=[C:4]([CH2:31][C:32]([NH2:34])=[O:33])[CH:5]=[CH:6][C:7]=1/[CH:8]=[CH:9]/[S:10]([N:13]1[CH2:30][CH2:29][C:16]2([N:20]=[C:19]([CH:21]3[CH2:26][CH2:25][CH:24]([CH3:27])[CH2:23][CH2:22]3)[NH:18][C:17]2=[O:28])[CH2:15][CH2:14]1)(=[O:12])=[O:11].[H][H], predict the reaction product. The product is: [CH3:1][C:2]1[CH:3]=[C:4]([CH2:31][C:32]([NH2:34])=[O:33])[CH:5]=[CH:6][C:7]=1[CH2:8][CH2:9][S:10]([N:13]1[CH2:14][CH2:15][C:16]2([N:20]=[C:19]([CH:21]3[CH2:22][CH2:23][CH:24]([CH3:27])[CH2:25][CH2:26]3)[NH:18][C:17]2=[O:28])[CH2:29][CH2:30]1)(=[O:12])=[O:11].